Dataset: Full USPTO retrosynthesis dataset with 1.9M reactions from patents (1976-2016). Task: Predict the reactants needed to synthesize the given product. (1) Given the product [F:1][C:2]1[CH:10]=[C:9]2[C:5]([C:6]([C:20]3[CH:21]=[CH:22][C:23]([N:26]4[CH2:27][CH2:28][CH:29]([NH:32][S:41]([CH3:40])(=[O:43])=[O:42])[CH2:30][CH2:31]4)=[N:24][CH:25]=3)=[CH:7][N:8]2[S:11]([C:14]2[CH:15]=[CH:16][CH:17]=[CH:18][CH:19]=2)(=[O:13])=[O:12])=[CH:4][CH:3]=1, predict the reactants needed to synthesize it. The reactants are: [F:1][C:2]1[CH:10]=[C:9]2[C:5]([C:6]([C:20]3[CH:21]=[CH:22][C:23]([N:26]4[CH2:31][CH2:30][CH:29]([NH2:32])[CH2:28][CH2:27]4)=[N:24][CH:25]=3)=[CH:7][N:8]2[S:11]([C:14]2[CH:19]=[CH:18][CH:17]=[CH:16][CH:15]=2)(=[O:13])=[O:12])=[CH:4][CH:3]=1.CCN(CC)CC.[CH3:40][S:41](Cl)(=[O:43])=[O:42]. (2) Given the product [NH:1]1[C:9]2[C:4](=[CH:5][CH:6]=[CH:7][CH:8]=2)[C:3](/[CH:10]=[CH:11]/[C:12]([NH:14][C:15]2[CH:16]=[CH:17][C:18]([C:19]([OH:21])=[O:20])=[CH:23][CH:24]=2)=[O:13])=[N:2]1, predict the reactants needed to synthesize it. The reactants are: [NH:1]1[C:9]2[C:4](=[CH:5][CH:6]=[CH:7][CH:8]=2)[C:3](/[CH:10]=[CH:11]/[C:12]([NH:14][C:15]2[CH:24]=[CH:23][C:18]([C:19]([O:21]C)=[O:20])=[CH:17][CH:16]=2)=[O:13])=[N:2]1.[OH-].[Li+].Cl. (3) Given the product [NH2:1][C:2]1[N:7]2[CH:8]=[C:9]([Cl:20])[N:10]=[C:6]2[C:5]([C:12]([O:14][CH2:15][CH3:16])=[O:13])=[CH:4][C:3]=1[Cl:17], predict the reactants needed to synthesize it. The reactants are: [NH2:1][C:2]1[N:7]2[CH2:8][C:9](=O)[N:10]=[C:6]2[C:5]([C:12]([O:14][CH2:15][CH3:16])=[O:13])=[CH:4][C:3]=1[Cl:17].P(Cl)(Cl)([Cl:20])=O. (4) Given the product [ClH:13].[C:20]([NH:11][C:10]1[CH:9]=[C:8]([CH3:12])[NH:7][C:6]=1[C:4]([O:3][CH2:1][CH3:2])=[O:5])(=[NH:22])[CH3:21], predict the reactants needed to synthesize it. The reactants are: [CH2:1]([O:3][C:4]([C:6]1[NH:7][C:8]([CH3:12])=[CH:9][C:10]=1[NH2:11])=[O:5])[CH3:2].[ClH:13].O1CCOCC1.[C:20](#[N:22])[CH3:21]. (5) Given the product [CH3:12][O:11][CH2:10][C@H:9]([CH3:13])[O:8][C:6]1[CH:5]=[C:4]([C:14]2[NH:18][C:17]([C:19]([O:21][CH2:22][C:23]3[CH:28]=[CH:27][CH:26]=[CH:25][CH:24]=3)=[O:20])=[CH:16][CH:15]=2)[CH:3]=[C:2]([O:1][Si:32]([CH:36]([CH3:38])[CH3:37])([CH:33]([CH3:35])[CH3:34])[CH:29]([CH3:31])[CH3:30])[CH:7]=1, predict the reactants needed to synthesize it. The reactants are: [OH:1][C:2]1[CH:3]=[C:4]([C:14]2[NH:18][C:17]([C:19]([O:21][CH2:22][C:23]3[CH:28]=[CH:27][CH:26]=[CH:25][CH:24]=3)=[O:20])=[CH:16][CH:15]=2)[CH:5]=[C:6]([O:8][C@@H:9]([CH3:13])[CH2:10][O:11][CH3:12])[CH:7]=1.[CH:29]([Si:32](Cl)([CH:36]([CH3:38])[CH3:37])[CH:33]([CH3:35])[CH3:34])([CH3:31])[CH3:30].C(N(CC)CC)C.O.